Dataset: Forward reaction prediction with 1.9M reactions from USPTO patents (1976-2016). Task: Predict the product of the given reaction. (1) Given the reactants [CH2:1]([N:3]([CH2:20][CH3:21])[CH2:4][CH2:5][NH:6]C(C1C=CC2C(=CC=C(I)C=2)C=1)=O)[CH3:2].[I:22][C:23]1[CH:24]=[CH:25][CH:26]=[C:27]2[C:36]=1[C:35](=[O:37])[C:34]1[CH:33]=[CH:32][CH:31]=[C:30]([C:38](OC)=[O:39])[C:29]=1[NH:28]2.[K+].[Br-].C(N(CC)CCNC(C1SC2C=CC=C(I)C=2C=1)=O)C, predict the reaction product. The product is: [CH2:1]([N:3]([CH2:20][CH3:21])[CH2:4][CH2:5][NH:6][C:38]([C:30]1[C:29]2[NH:28][C:27]3[C:36](=[C:23]([I:22])[CH:24]=[CH:25][CH:26]=3)[C:35](=[O:37])[C:34]=2[CH:33]=[CH:32][CH:31]=1)=[O:39])[CH3:2]. (2) Given the reactants [H-].[Na+].[F:3][C:4]([F:9])([F:8])[C:5]([OH:7])=[O:6].[CH3:10][N:11]1[CH2:25][C:16]2=[C:17]3[C:21](=[C:22]([CH3:24])[CH:23]=[C:15]2[O:14][CH2:13][CH2:12]1)[NH:20][CH:19]=[CH:18]3.[C:26]1([S:32](Cl)(=[O:34])=[O:33])[CH:31]=[CH:30][CH:29]=[CH:28][CH:27]=1, predict the reaction product. The product is: [F:3][C:4]([F:9])([F:8])[C:5]([OH:7])=[O:6].[CH3:10][N:11]1[CH2:25][C:16]2=[C:17]3[C:21](=[C:22]([CH3:24])[CH:23]=[C:15]2[O:14][CH2:13][CH2:12]1)[N:20]([S:32]([C:26]1[CH:31]=[CH:30][CH:29]=[CH:28][CH:27]=1)(=[O:34])=[O:33])[CH:19]=[CH:18]3. (3) Given the reactants [Li]CCCC.C(NC(C)C)(C)C.[C:13]([N:18]1[C@@H:22]([CH3:23])[C@@H:21]([C:24]2[CH:29]=[CH:28][CH:27]=[CH:26][CH:25]=2)[O:20][C:19]1=[O:30])(=[O:17])[CH2:14][CH2:15][CH3:16].C[C@H]1[C@@H](C2C=CC=CC=2)OC(=O)N1.Br[CH2:45][C:46]1[CH:51]=[CH:50][C:49]([O:52][CH3:53])=[CH:48][C:47]=1[CH:54]=[CH2:55], predict the reaction product. The product is: [CH3:53][O:52][C:49]1[CH:50]=[CH:51][C:46]([CH2:45][C@@H:14]([CH2:15][CH3:16])[C:13]([N:18]2[C@@H:22]([CH3:23])[C@@H:21]([C:24]3[CH:25]=[CH:26][CH:27]=[CH:28][CH:29]=3)[O:20][C:19]2=[O:30])=[O:17])=[C:47]([CH:54]=[CH2:55])[CH:48]=1. (4) Given the reactants [Cl:1][C:2]1[C:7]([F:8])=[CH:6][CH:5]=[C:4]([Cl:9])[C:3]=1[C@H:10]([O:12][C:13]1[C:14]2[O:22][CH:21]=[C:20]([C:23]3[CH2:24][CH2:25][NH:26][CH2:27][CH:28]=3)[C:15]=2[CH:16]=[N:17][C:18]=1[NH2:19])[CH3:11].C[Si]([N:33]=[C:34]=[O:35])(C)C.CN(C=O)C.CCN(C(C)C)C(C)C, predict the reaction product. The product is: [NH2:19][C:18]1[N:17]=[CH:16][C:15]2[C:20]([C:23]3[CH2:24][CH2:25][N:26]([C:34]([NH2:33])=[O:35])[CH2:27][CH:28]=3)=[CH:21][O:22][C:14]=2[C:13]=1[O:12][C@@H:10]([C:3]1[C:4]([Cl:9])=[CH:5][CH:6]=[C:7]([F:8])[C:2]=1[Cl:1])[CH3:11]. (5) Given the reactants [Si]([O:8][C@H:9]([CH2:40][C@H:41]([O:43][Si](C(C)(C)C)(C)C)[CH3:42])[C@H:10]([CH3:39])/[CH:11]=[C:12](\[CH3:38])/[CH2:13][C@@H:14]([C@@H:16]1[O:27][C:26](=[O:28])[CH2:25][CH2:24][CH2:23][C@H:22]([O:29][Si](C(C)(C)C)(C)C)[C@@H:21]([CH3:37])[CH2:20][CH:19]=[CH:18][CH2:17]1)[CH3:15])(C(C)(C)C)(C)C.N1C=CC=CC=1.N1C=CC=CC=1.F, predict the reaction product. The product is: [OH:8][CH:9]([CH2:40][CH:41]([OH:43])[CH3:42])[C@H:10]([CH3:39])/[CH:11]=[C:12](\[CH3:38])/[CH2:13][C@@H:14]([CH:16]1[O:27][C:26](=[O:28])[CH2:25][CH2:24][CH2:23][C@H:22]([OH:29])[C@@H:21]([CH3:37])[CH2:20][CH:19]=[CH:18][CH2:17]1)[CH3:15]. (6) Given the reactants [Cl:1][CH2:2][CH2:3]Cl.CN(C=O)C.C(Cl)(C(Cl)=O)=O.OC1C=[C:19]([C:41]([O:43][CH2:44][CH3:45])=[O:42])[C:20]2[C:25]([CH3:26])=[N:24][N:23]([CH2:27][C:28]3[CH:33]=[CH:32][C:31]([O:34][C:35]4[CH:40]=[CH:39][CH:38]=[CH:37][CH:36]=4)=[CH:30][CH:29]=3)[C:21]=2[N:22]=1, predict the reaction product. The product is: [Cl:1][C:2]1[CH:3]=[C:19]([C:41]([O:43][CH2:44][CH3:45])=[O:42])[C:20]2[C:25]([CH3:26])=[N:24][N:23]([CH2:27][C:28]3[CH:29]=[CH:30][C:31]([O:34][C:35]4[CH:36]=[CH:37][CH:38]=[CH:39][CH:40]=4)=[CH:32][CH:33]=3)[C:21]=2[N:22]=1. (7) Given the reactants [Cl:1][C:2]1[CH:3]=[C:4]([N+:11]([O-:13])=[O:12])[CH:5]=[C:6]2[C:10]=1[NH:9][CH:8]=[CH:7]2.Br[CH2:15][C:16]1[CH:17]=[C:18]([CH:23]=[CH:24][CH:25]=1)[C:19]([O:21][CH3:22])=[O:20].C(=O)([O-])[O-].[K+].[K+], predict the reaction product. The product is: [Cl:1][C:2]1[CH:3]=[C:4]([N+:11]([O-:13])=[O:12])[CH:5]=[C:6]2[C:10]=1[N:9]([CH2:15][C:16]1[CH:17]=[C:18]([CH:23]=[CH:24][CH:25]=1)[C:19]([O:21][CH3:22])=[O:20])[CH:8]=[CH:7]2. (8) The product is: [F:1][C:2]1[CH:48]=[CH:47][C:5]([CH2:6][N:7]2[CH2:16][C:15]3[C:10](=[CH:11][C:12]4[NH:19][N:18]=[C:17]([C:39]5[CH:44]=[CH:43][N:42]=[C:41]([CH3:45])[CH:40]=5)[C:13]=4[CH:14]=3)[NH:9][C:8]2=[O:46])=[CH:4][CH:3]=1. Given the reactants [F:1][C:2]1[CH:48]=[CH:47][C:5]([CH2:6][N:7]2[CH2:16][C:15]3[C:10](=[CH:11][C:12]4[N:19](C(C5C=CC=CC=5)(C5C=CC=CC=5)C5C=CC=CC=5)[N:18]=[C:17]([C:39]5[CH:44]=[CH:43][N:42]=[C:41]([CH3:45])[CH:40]=5)[C:13]=4[CH:14]=3)[NH:9][C:8]2=[O:46])=[CH:4][CH:3]=1.C(O)(C(F)(F)F)=O, predict the reaction product.